From a dataset of Catalyst prediction with 721,799 reactions and 888 catalyst types from USPTO. Predict which catalyst facilitates the given reaction. (1) Reactant: C([O-])=O.[NH4+].C([O:12][C:13]1[CH:39]=[CH:38][C:16]([C:17]([NH:19][CH2:20][C:21](=[O:37])[N:22]2[CH2:27][CH2:26][N:25]([C:28](=[O:36])[CH2:29][C:30]3[CH:35]=[CH:34][CH:33]=[CH:32][CH:31]=3)[CH2:24][CH2:23]2)=[O:18])=[CH:15][CH:14]=1)C1C=CC=CC=1. Product: [OH:12][C:13]1[CH:14]=[CH:15][C:16]([C:17]([NH:19][CH2:20][C:21](=[O:37])[N:22]2[CH2:23][CH2:24][N:25]([C:28](=[O:36])[CH2:29][C:30]3[CH:31]=[CH:32][CH:33]=[CH:34][CH:35]=3)[CH2:26][CH2:27]2)=[O:18])=[CH:38][CH:39]=1. The catalyst class is: 19. (2) Reactant: [Na].[CH2:2]([OH:14])[CH2:3][O:4][CH2:5][CH2:6][O:7][CH2:8][CH2:9][O:10][CH2:11][CH2:12][OH:13].[C:15]([O:19][C:20]([CH3:23])([CH3:22])[CH3:21])(=[O:18])[CH:16]=[CH2:17].[Cl-].[NH4+]. Product: [C:20]([O:19][C:15]([CH2:16][CH2:17][O:13][CH2:12][CH2:11][O:10][CH2:9][CH2:8][O:7][CH2:6][CH2:5][O:4][CH2:3][CH2:2][O:14][CH2:17][CH2:16][C:15]([O:19][C:20]([CH3:23])([CH3:22])[CH3:21])=[O:18])=[O:18])([CH3:23])([CH3:22])[CH3:21]. The catalyst class is: 7. (3) Reactant: [N:1]1[C:10]2[C:9](=O)[CH2:8][CH2:7][CH2:6][C:5]=2[CH:4]=[CH:3][CH:2]=1.[NH2:12][CH2:13][CH2:14][CH2:15][CH2:16][NH:17][C:18](=[O:24])[O:19][C:20]([CH3:23])([CH3:22])[CH3:21].[BH4-].[Na+]. Product: [N:1]1[C:10]2[CH:9]([NH:12][CH2:13][CH2:14][CH2:15][CH2:16][NH:17][C:18](=[O:24])[O:19][C:20]([CH3:22])([CH3:21])[CH3:23])[CH2:8][CH2:7][CH2:6][C:5]=2[CH:4]=[CH:3][CH:2]=1. The catalyst class is: 212. (4) Reactant: CS(O[CH2:6][C:7]1[CH:8]=[N:9][C:10]([NH:39][C:40]2[CH:41]=[N:42][C:43]([O:46][CH3:47])=[CH:44][CH:45]=2)=[C:11]([C:13]2[N:18]=[C:17]([N:19]([CH2:29][C:30]3[CH:35]=[CH:34][C:33]([O:36][CH3:37])=[CH:32][CH:31]=3)[CH2:20][C:21]3[CH:26]=[CH:25][C:24]([O:27][CH3:28])=[CH:23][CH:22]=3)[N:16]=[C:15]([CH3:38])[N:14]=2)[CH:12]=1)(=O)=O.[OH:48][CH:49]1[CH2:54][CH2:53][NH:52][CH2:51][CH2:50]1.C(N(CC)CC)C.CO. Product: [CH3:28][O:27][C:24]1[CH:25]=[CH:26][C:21]([CH2:20][N:19]([CH2:29][C:30]2[CH:35]=[CH:34][C:33]([O:36][CH3:37])=[CH:32][CH:31]=2)[C:17]2[N:16]=[C:15]([CH3:38])[N:14]=[C:13]([C:11]3[CH:12]=[C:7]([CH2:6][N:52]4[CH2:53][CH2:54][CH:49]([OH:48])[CH2:50][CH2:51]4)[CH:8]=[N:9][C:10]=3[NH:39][C:40]3[CH:41]=[N:42][C:43]([O:46][CH3:47])=[CH:44][CH:45]=3)[N:18]=2)=[CH:22][CH:23]=1. The catalyst class is: 46.